This data is from Catalyst prediction with 721,799 reactions and 888 catalyst types from USPTO. The task is: Predict which catalyst facilitates the given reaction. (1) Reactant: [CH:1]([N:4]1[CH2:17][CH2:16][C:7]2[NH:8][C:9]3[CH:10]=[CH:11][C:12]([CH3:15])=[CH:13][C:14]=3[C:6]=2[CH2:5]1)([CH3:3])[CH3:2].P([O-])([O-])([O-])=O.[K+].[K+].[K+].N1CCC[C@H]1C(O)=O.Br[CH:35]=[C:36]([C:38]1[CH:43]=[CH:42][N:41]=[CH:40][CH:39]=1)[CH3:37]. Product: [CH:1]([N:4]1[CH2:17][CH2:16][C:7]2[N:8](/[CH:35]=[C:36](/[C:38]3[CH:43]=[CH:42][N:41]=[CH:40][CH:39]=3)\[CH3:37])[C:9]3[CH:10]=[CH:11][C:12]([CH3:15])=[CH:13][C:14]=3[C:6]=2[CH2:5]1)([CH3:3])[CH3:2]. The catalyst class is: 122. (2) Reactant: [CH3:1][C:2]1([CH3:19])[C:6]([CH3:8])([CH3:7])[O:5][B:4]([C:9]2[CH:14]=[CH:13][C:12]([CH2:15][C:16](O)=[O:17])=[CH:11][CH:10]=2)[O:3]1.CC[N:22]=C=NCCCN(C)C.Cl.O. Product: [CH3:1][C:2]1([CH3:19])[C:6]([CH3:8])([CH3:7])[O:5][B:4]([C:9]2[CH:14]=[CH:13][C:12]([CH2:15][C:16]([NH2:22])=[O:17])=[CH:11][CH:10]=2)[O:3]1. The catalyst class is: 3. (3) Reactant: [Si:1]([O:8][C:9]12[C:16](=[O:17])[O:15][CH:13]([CH2:14]1)[CH:12]([O:18][Si:19]([C:22]([CH3:25])([CH3:24])[CH3:23])([CH3:21])[CH3:20])[CH2:11][CH2:10]2)([C:4]([CH3:7])([CH3:6])[CH3:5])([CH3:3])[CH3:2].C[OH:27]. Product: [Si:1]([O:8][C@:9]12[C:16](=[O:17])[O:15][C@H:13]([CH2:14]1)[C@H:12]([O:18][Si:19]([C:22]([CH3:25])([CH3:24])[CH3:23])([CH3:20])[CH3:21])[C@H:11]([OH:27])[CH2:10]2)([C:4]([CH3:7])([CH3:6])[CH3:5])([CH3:3])[CH3:2]. The catalyst class is: 522. (4) Reactant: [I:1]I.[CH3:3][Sn:4]([CH3:17])(C1C=CC=CC=1)[C:5]1[CH:10]=[CH:9][CH:8]=[CH:7][CH:6]=1. Product: [CH3:3][Sn:4]([I:1])([CH3:17])[C:5]1[CH:10]=[CH:9][CH:8]=[CH:7][CH:6]=1. The catalyst class is: 5. (5) Reactant: [CH3:1][C:2]1[C:6]2[CH:7]=[CH:8][C:9]([C:11]([O:13]C)=[O:12])=[CH:10][C:5]=2[O:4][CH:3]=1.[OH-].[Na+]. Product: [CH3:1][C:2]1[C:6]2[CH:7]=[CH:8][C:9]([C:11]([OH:13])=[O:12])=[CH:10][C:5]=2[O:4][CH:3]=1. The catalyst class is: 5.